This data is from Reaction yield outcomes from USPTO patents with 853,638 reactions. The task is: Predict the reaction yield, written as a fraction of the theoretical maximum amount of product (1.0 means a 100% yield; for example, 0.34 means a 34% yield). The reactants are [CH2:1]([O:3][CH2:4][C:5]([C:8]1[C:32]([F:33])=[CH:31][C:11]([N:12](CC2C=CC(OC)=CC=2)CC2C=CC(OC)=CC=2)=[CH:10][C:9]=1[F:34])([CH3:7])[CH3:6])[CH3:2].Cl. The catalyst is CO.[C].[Pd]. The product is [CH2:1]([O:3][CH2:4][C:5]([C:8]1[C:9]([F:34])=[CH:10][C:11]([NH2:12])=[CH:31][C:32]=1[F:33])([CH3:7])[CH3:6])[CH3:2]. The yield is 0.930.